Regression/Classification. Given a drug SMILES string, predict its absorption, distribution, metabolism, or excretion properties. Task type varies by dataset: regression for continuous measurements (e.g., permeability, clearance, half-life) or binary classification for categorical outcomes (e.g., BBB penetration, CYP inhibition). Dataset: cyp2c9_veith. From a dataset of CYP2C9 inhibition data for predicting drug metabolism from PubChem BioAssay. (1) The result is 0 (non-inhibitor). The molecule is COc1ccc(NC(=O)N2CC3(CCN(C(=O)c4c(C)noc4C)CC3)C2)cc1. (2) The drug is COc1ccccc1CNc1cc(-c2ccccc2CN(C)C)ncn1. The result is 0 (non-inhibitor). (3) The molecule is CC(=O)NCCNc1cc(-c2ccccc2C(F)(F)F)ncn1. The result is 0 (non-inhibitor). (4) The compound is CCCC(=O)Nc1nc(-c2ccc3c(c2)CCN3S(C)(=O)=O)cs1. The result is 0 (non-inhibitor). (5) The compound is O=C(c1csnn1)N1CCC2(CC1)CN(c1cccc(-c3ccccc3)c1)C2. The result is 0 (non-inhibitor). (6) The compound is CC[C@H](C)[C@H](N)C1=N[C@H](C(=O)N[C@@H](CC(C)C)C(=O)N[C@@H](CCC(=O)O)C(=O)N[C@@H](C(=O)N[C@H]2CCCCNC(=O)[C@@H](CC(N)=O)NC(=O)[C@@H](CC(=O)O)NC(=O)[C@@H](Cc3cnc[nH]3)NC(=O)[C@@H](Cc3ccccc3)NC(=O)[C@@H]([C@@H](C)CC)NC(=O)[C@@H](CCCN)NC2=O)[C@@H](C)CC)CS1. The result is 0 (non-inhibitor). (7) The molecule is CCOc1ccc(N=C2NC(=O)C(CC(=O)O)S2)cc1. The result is 0 (non-inhibitor). (8) The drug is CCCCN1C2=C(C(=O)CCC2)C(c2ccc(Cl)c(Cl)c2)C2=C1c1ccccc1C2=O. The result is 1 (inhibitor). (9) The result is 0 (non-inhibitor). The compound is CN(Cc1ccco1)c1ccnc(-c2cccnc2)n1.